Dataset: Full USPTO retrosynthesis dataset with 1.9M reactions from patents (1976-2016). Task: Predict the reactants needed to synthesize the given product. (1) The reactants are: Cl.[NH2:2][C:3]1[S:4][C:5]([C:8]([OH:10])=O)=[CH:6][N:7]=1.ON1C2C=CC=CC=2N=N1.CCN=C=NCCCN(C)C.[CH:32]1([CH2:38][NH2:39])[CH2:37][CH2:36][CH2:35][CH2:34][CH2:33]1.C(=O)(O)[O-].[Na+]. Given the product [CH:32]1([CH2:38][NH:39][C:8]([C:5]2[S:4][C:3]([NH2:2])=[N:7][CH:6]=2)=[O:10])[CH2:37][CH2:36][CH2:35][CH2:34][CH2:33]1, predict the reactants needed to synthesize it. (2) Given the product [F:25][C:22]1[CH:23]=[C:24]([C:13]2[CH:12]=[N:11][NH:10][CH:9]=2)[CH:19]=[CH:20][C:21]=1[F:26], predict the reactants needed to synthesize it. The reactants are: CC1(C)C(C)(C)OB([C:9]2[CH:13]=[CH:12][N:11](C([O-])=O)[N:10]=2)O1.Br[C:19]1[CH:24]=[CH:23][C:22]([F:25])=[C:21]([F:26])[CH:20]=1.C([O-])([O-])=O.[Na+].[Na+].O. (3) Given the product [F:1][C:2]1[CH:7]=[CH:6][C:5]([CH:8]2[CH2:13][CH2:12][NH:11][CH2:10][C:9]2([CH3:15])[CH3:14])=[CH:4][CH:3]=1, predict the reactants needed to synthesize it. The reactants are: [F:1][C:2]1[CH:7]=[CH:6][C:5]([C:8]2[C:9]([CH3:15])([CH3:14])[CH2:10][NH:11][CH2:12][CH:13]=2)=[CH:4][CH:3]=1.C(O)(=O)C. (4) Given the product [C:39]([C:25]1[N:26]=[CH:27][C:28]([C:2]2[CH:3]=[CH:4][C:5]3[N:11]4[CH2:12][C@H:8]([CH2:9][CH2:10]4)[N:7]([C:13]([NH:15][C:16]4[CH:21]=[N:20][CH:19]=[CH:18][N:17]=4)=[O:14])[C:6]=3[N:22]=2)=[CH:29][C:24]=1[CH3:23])#[N:40], predict the reactants needed to synthesize it. The reactants are: Cl[C:2]1[CH:3]=[CH:4][C:5]2[N:11]3[CH2:12][C@H:8]([CH2:9][CH2:10]3)[N:7]([C:13]([NH:15][C:16]3[CH:21]=[N:20][CH:19]=[CH:18][N:17]=3)=[O:14])[C:6]=2[N:22]=1.[CH3:23][C:24]1[C:25]([C:39]#[N:40])=[N:26][CH:27]=[C:28](B2OC(C)(C)C(C)(C)O2)[CH:29]=1.[O-]P([O-])([O-])=O.[K+].[K+].[K+].CC(C1C=C(C(C)C)C(C2C=CC=CC=2P(C2CCCCC2)C2CCCCC2)=C(C(C)C)C=1)C. (5) Given the product [F:69][C:65]1[C:66]([F:68])=[CH:67][C:62]([C:59]2[CH:58]=[CH:57][C:56]([O:55][CH2:54][C:51]3[CH:52]=[CH:53][C:48]4[O:47][N:46]=[C:45]([NH:39][CH2:40][CH2:41][CH2:42][O:43][CH3:44])[C:49]=4[CH:50]=3)=[CH:61][CH:60]=2)=[C:63]([O:70][CH3:71])[CH:64]=1, predict the reactants needed to synthesize it. The reactants are: FC1C(F)=CC(C2C=CC(OCC3C=CC4ON=C(NCCOC)C=4C=3)=CC=2)=C(OC)C=1.C(OC(=O)[N:39]([C:45]1[C:49]2[CH:50]=[C:51]([CH2:54][O:55][C:56]3[CH:61]=[CH:60][C:59]([C:62]4[CH:67]=[C:66]([F:68])[C:65]([F:69])=[CH:64][C:63]=4[O:70][CH3:71])=[CH:58][CH:57]=3)[CH:52]=[CH:53][C:48]=2[O:47][N:46]=1)[CH2:40][CH2:41][CH2:42][O:43][CH3:44])(C)(C)C. (6) Given the product [F:1][C:2]1[C:11]2[O:10][CH2:9][CH2:8][CH2:7][C:6]=2[C:5]([CH3:12])=[C:4]([C:13]2[C:14]([C:21]3[S:22][CH:23]=[CH:24][CH:25]=3)=[N:15][N:16]([CH3:20])[C:17]=2[CH:18]([OH:19])[C:37]([O:35][CH3:33])=[O:38])[CH:3]=1, predict the reactants needed to synthesize it. The reactants are: [F:1][C:2]1[C:11]2[O:10][CH2:9][CH2:8][CH2:7][C:6]=2[C:5]([CH3:12])=[C:4]([C:13]2[C:14]([C:21]3[S:22][CH:23]=[CH:24][CH:25]=3)=[N:15][N:16]([CH3:20])[C:17]=2[CH:18]=[O:19])[CH:3]=1.C[Si](C#N)(C)C.[Na].[C:33](Cl)(=[O:35])C.[CH3:37][OH:38]. (7) Given the product [Br:22][C:23]1[CH:28]=[CH:27][CH:26]=[C:25]([CH:29]([C:31]2[CH:36]=[CH:35][CH:34]=[C:33]([Br:37])[N:32]=2)[CH:7]([C:3]2[CH:4]=[CH:5][CH:6]=[CH:16][N:18]=2)[C:8]2[CH:9]=[N:10][CH:11]=[CH:12][CH:13]=2)[N:24]=1, predict the reactants needed to synthesize it. The reactants are: N1[CH:6]=[CH:5][CH:4]=[C:3]([CH2:7][C:8]2[CH:9]=[N:10][CH:11]=[CH:12][CH:13]=2)C=1.[Li+].C[CH:16]([N-:18]C(C)C)C.[Br:22][C:23]1[CH:28]=[CH:27][CH:26]=[C:25]([CH:29]([C:31]2[CH:36]=[CH:35][CH:34]=[C:33]([Br:37])[N:32]=2)Cl)[N:24]=1.